This data is from Antibody developability classification from SAbDab with 2,409 antibodies. The task is: Regression/Classification. Given an antibody's heavy chain and light chain sequences, predict its developability. TAP uses regression for 5 developability metrics; SAbDab uses binary classification. The antibody is ['EVQLVESGGGLVKPGGSLRLSCAASGFTFSDYGMNWVRQAPGKGLEWIAYISSGRGNIYYADTVKGRFTISRDNAKNSLYLQMNSLRAEDTAVYYCARSWGYFDVWGQGTTVTVSS', 'DIVMTQSPDSLAVSLGERATINCKSSQSLLNRGNQKNYLTWFQQKPGQPPKLLIYWASTRESGVPDRFSGSGSGTDFTLTISSLQAEDVAVYYCQNDYTYPLTFGQGTKLEIK']. Result: 0 (not developable).